The task is: Predict which catalyst facilitates the given reaction.. This data is from Catalyst prediction with 721,799 reactions and 888 catalyst types from USPTO. Reactant: [CH3:1][CH:2]([CH3:49])[CH:3]([NH:44][C:45](=[O:48])[O:46][CH3:47])[C:4]([N:6]1[C@H:10]([C:11]2[NH:15][C:14]3[CH:16]=[CH:17][CH:18]=[C:19]([C:20]4[CH:25]=[CH:24][C:23]([C:26]5[CH:31]=[CH:30][C:29]([C:32]6[NH:36][C:35]([C@@H:37]7[CH2:41][CH2:40][C@H:39]([CH3:42])[NH:38]7)=[N:34][CH:33]=6)=[CH:28][CH:27]=5)=[CH:22][CH:21]=4)[C:13]=3[N:12]=2)[CH2:9][CH2:8][C@@H:7]1[CH3:43])=[O:5].[CH3:50][O:51][C:52]([NH:54][C@@H:55]([CH:59]([CH3:61])[CH3:60])[C:56](O)=[O:57])=[O:53].N1C(C)=CC(C)=CC=1C.CN(C(ON1N=NC2C=CC=NC1=2)=[N+](C)C)C.F[P-](F)(F)(F)(F)F. Product: [CH3:47][O:46][C:45]([NH:44][CH:3]([CH:2]([CH3:49])[CH3:1])[C:4]([N:6]1[C@@H:7]([CH3:43])[CH2:8][CH2:9][C@H:10]1[C:11]1[NH:12][C:16]2[CH:17]=[CH:18][C:19]([C:20]3[CH:25]=[CH:24][C:23]([C:26]4[CH:31]=[CH:30][C:29]([C:32]5[N:36]=[C:35]([C@@H:37]6[CH2:41][CH2:40][C@H:39]([CH3:42])[N:38]6[C:56]([C@@H:55]([NH:54][C:52](=[O:53])[O:51][CH3:50])[CH:59]([CH3:61])[CH3:60])=[O:57])[NH:34][CH:33]=5)=[CH:28][CH:27]=4)=[CH:22][CH:21]=3)=[CH:13][C:14]=2[N:15]=1)=[O:5])=[O:48]. The catalyst class is: 31.